Dataset: Full USPTO retrosynthesis dataset with 1.9M reactions from patents (1976-2016). Task: Predict the reactants needed to synthesize the given product. (1) Given the product [N:27]1([NH:26][C:3]([C:5]2[N:6]([CH3:25])[N:7]=[C:8]([O:10][CH2:11][C:12]3[C:13]([C:18]4[CH:19]=[CH:20][C:21]([F:24])=[CH:22][CH:23]=4)=[N:14][O:15][C:16]=3[CH3:17])[CH:9]=2)=[O:4])[CH2:32][CH2:31][O:30][CH2:29][CH2:28]1, predict the reactants needed to synthesize it. The reactants are: CO[C:3]([C:5]1[N:6]([CH3:25])[N:7]=[C:8]([O:10][CH2:11][C:12]2[C:13]([C:18]3[CH:23]=[CH:22][C:21]([F:24])=[CH:20][CH:19]=3)=[N:14][O:15][C:16]=2[CH3:17])[CH:9]=1)=[O:4].[NH2:26][N:27]1[CH2:32][CH2:31][O:30][CH2:29][CH2:28]1. (2) Given the product [Cl:1][C:2]1[C:3]([F:28])=[C:4]([C@@H:8]2[C@:12]([C:15]3[CH:20]=[CH:19][C:18]([Cl:21])=[CH:17][C:16]=3[F:22])([C:13]#[N:14])[C@H:11]([CH2:23][C:24]([CH3:25])([CH3:27])[CH3:26])[CH2:10][N:9]2[C:30](=[O:29])[CH2:31][CH2:32][CH2:33][C:34]2[CH:42]=[CH:41][C:37]([C:38]([OH:40])=[O:39])=[CH:36][CH:35]=2)[CH:5]=[CH:6][CH:7]=1, predict the reactants needed to synthesize it. The reactants are: [Cl:1][C:2]1[C:3]([F:28])=[C:4]([CH:8]2[C:12]([C:15]3[CH:20]=[CH:19][C:18]([Cl:21])=[CH:17][C:16]=3[F:22])([C:13]#[N:14])[CH:11]([CH2:23][C:24]([CH3:27])([CH3:26])[CH3:25])[CH2:10][NH:9]2)[CH:5]=[CH:6][CH:7]=1.[O:29]=[C:30](C)[CH2:31][CH2:32][CH2:33][C:34]1[CH:42]=[CH:41][C:37]([C:38]([OH:40])=[O:39])=[CH:36][CH:35]=1.CN(C(ON1N=NC2C=CC=NC1=2)=[N+](C)C)C.F[P-](F)(F)(F)(F)F.CCN(C(C)C)C(C)C. (3) The reactants are: [CH2:1]([O:4][C:5]1[CH:10]=[C:9]([Br:11])[CH:8]=[CH:7][C:6]=1[C@@H:12]([NH:47][C:48]1[CH:53]=[CH:52][CH:51]=[CH:50][CH:49]=1)[C@@H:13]([CH2:29][CH2:30][C@H:31]([O:39][Si:40]([C:43]([CH3:46])([CH3:45])[CH3:44])([CH3:42])[CH3:41])[C:32]1[CH:37]=[CH:36][C:35]([F:38])=[CH:34][CH:33]=1)[C:14](N1[C@@H](CC2C=CC=CC=2)COC1=O)=[O:15])[CH:2]=[CH2:3].O.O.O.[F-].C([N+](CCCC)(CCCC)CCCC)CCC. Given the product [CH2:1]([O:4][C:5]1[CH:10]=[C:9]([Br:11])[CH:8]=[CH:7][C:6]=1[C@H:12]1[N:47]([C:48]2[CH:49]=[CH:50][CH:51]=[CH:52][CH:53]=2)[C:14](=[O:15])[C@@H:13]1[CH2:29][CH2:30][C@H:31]([O:39][Si:40]([C:43]([CH3:46])([CH3:45])[CH3:44])([CH3:42])[CH3:41])[C:32]1[CH:33]=[CH:34][C:35]([F:38])=[CH:36][CH:37]=1)[CH:2]=[CH2:3], predict the reactants needed to synthesize it. (4) Given the product [C:11]12([NH:10][C:2]3[CH:7]=[C:6]([Cl:8])[N:5]=[CH:4][N:3]=3)[CH2:18][CH:17]3[CH2:16][CH:15]([CH2:14][CH:13]([CH2:19]3)[CH2:12]1)[CH2:20]2, predict the reactants needed to synthesize it. The reactants are: Cl[C:2]1[CH:7]=[C:6]([Cl:8])[N:5]=[CH:4][N:3]=1.Cl.[NH2:10][C:11]12[CH2:20][CH:15]3[CH2:16][CH:17]([CH2:19][CH:13]([CH2:14]3)[CH2:12]1)[CH2:18]2.CCN(C(C)C)C(C)C. (5) The reactants are: [CH3:1][C:2]1[CH:3]=[C:4]([C:9]2[CH:10]=[C:11]([NH:15][C:16](=[O:23])[C:17]3[CH:22]=[CH:21][CH:20]=[CH:19][CH:18]=3)[CH:12]=[N:13][CH:14]=2)[CH:5]=[CH:6][C:7]=1[CH3:8]. Given the product [CH3:1][C:2]1[CH:3]=[C:4]([CH:9]2[CH2:14][NH:13][CH2:12][CH:11]([NH:15][C:16]([C:17]3[CH:22]=[CH:21][CH:20]=[CH:19][CH:18]=3)=[O:23])[CH2:10]2)[CH:5]=[CH:6][C:7]=1[CH3:8], predict the reactants needed to synthesize it.